This data is from Full USPTO retrosynthesis dataset with 1.9M reactions from patents (1976-2016). The task is: Predict the reactants needed to synthesize the given product. (1) Given the product [CH2:49]([N:51]([C:21]([C:6]1[CH:7]=[C:8]2[C:3](=[CH:4][CH:5]=1)[N:2]([CH3:1])[C:14]1[CH2:13][CH2:12][CH:11]([CH:15]3[CH2:20][CH2:19][O:18][CH2:17][CH2:16]3)[CH2:10][C:9]2=1)=[O:22])[CH2:52][C:53]([O:55][CH3:56])=[O:54])[CH3:50], predict the reactants needed to synthesize it. The reactants are: [CH3:1][N:2]1[C:14]2[CH2:13][CH2:12][CH:11]([CH:15]3[CH2:20][CH2:19][O:18][CH2:17][CH2:16]3)[CH2:10][C:9]=2[C:8]2[C:3]1=[CH:4][CH:5]=[C:6]([C:21](O)=[O:22])[CH:7]=2.CN(C(ON1N=NC2C=CC=NC1=2)=[N+](C)C)C.F[P-](F)(F)(F)(F)F.[Cl-].[CH2:49]([NH2+:51][CH2:52][C:53]([O:55][CH3:56])=[O:54])[CH3:50].C(N(CC)C(C)C)(C)C. (2) Given the product [C:1]([C:4]1[C:22](=[O:23])[C@@:8]2([CH3:24])[C:9]3[C:15]([OH:16])=[CH:14][C:13]([O:17][CH3:18])=[C:12]([C:19]([NH:21][CH2:37][C:34]4[C:35]5[C:30](=[CH:29][CH:28]=[C:27]([F:26])[CH:36]=5)[CH:31]=[CH:32][C:33]=4[CH3:39])=[O:20])[C:10]=3[O:11][C:7]2=[CH:6][C:5]=1[OH:25])(=[O:3])[CH3:2], predict the reactants needed to synthesize it. The reactants are: [C:1]([C:4]1[C:22](=[O:23])[C@@:8]2([CH3:24])[C:9]3[C:15]([OH:16])=[CH:14][C:13]([O:17][CH3:18])=[C:12]([C:19]([NH2:21])=[O:20])[C:10]=3[O:11][C:7]2=[CH:6][C:5]=1[OH:25])(=[O:3])[CH3:2].[F:26][C:27]1[CH:36]=[C:35]2[C:30]([CH:31]=[CH:32][C:33]([CH3:39])=[C:34]2[CH:37]=O)=[CH:29][CH:28]=1.C([SiH](CC)CC)C.FC(F)(F)C(O)=O.